This data is from Catalyst prediction with 721,799 reactions and 888 catalyst types from USPTO. The task is: Predict which catalyst facilitates the given reaction. (1) Reactant: [CH3:1][N:2]1[C:6]([CH3:7])=[CH:5][C:4]([C:8]([O:10]CC)=O)=[N:3]1.[CH3:13][Si](Cl)(C)C.C[Li]. Product: [C:8]([C:4]1[CH:5]=[C:6]([CH3:7])[N:2]([CH3:1])[N:3]=1)(=[O:10])[CH3:13]. The catalyst class is: 7. (2) Reactant: [Br:1]Br.[CH:3]([O:5][CH2:6][CH3:7])=[CH2:4].C(N(C(C)C)CC)(C)C.[C:17]([Si:21]([CH3:41])([CH3:40])[O:22][C:23]1[CH:28]=[CH:27][C:26]([C:29]2[C:30]([CH:38]=[O:39])=[CH:31][CH:32]=[C:33]([O:36][CH3:37])[C:34]=2[OH:35])=[CH:25][CH:24]=1)([CH3:20])([CH3:19])[CH3:18]. Product: [Br:1][CH2:4][CH:3]([O:5][CH2:6][CH3:7])[O:35][C:34]1[C:33]([O:36][CH3:37])=[CH:32][CH:31]=[C:30]([CH:38]=[O:39])[C:29]=1[C:26]1[CH:25]=[CH:24][C:23]([O:22][Si:21]([C:17]([CH3:20])([CH3:19])[CH3:18])([CH3:41])[CH3:40])=[CH:28][CH:27]=1. The catalyst class is: 2. (3) Reactant: [NH:1]1[C:9]2[C:4](=[CH:5][CH:6]=[C:7]([NH:10][C:11]3[C:12]4[CH:35]=[CH:34][N:33](S(C5C=CC(C)=CC=5)(=O)=O)[C:13]=4[N:14]=[C:15]([NH:17][C:18]4[CH:23]=[CH:22][C:21]([N:24]5[CH2:29][CH2:28][N:27]([C:30](=[O:32])[CH3:31])[CH2:26][CH2:25]5)=[CH:20][CH:19]=4)[N:16]=3)[CH:8]=2)[CH:3]=[N:2]1.[OH-].[K+]. Product: [NH:1]1[C:9]2[C:4](=[CH:5][CH:6]=[C:7]([NH:10][C:11]3[C:12]4[CH:35]=[CH:34][NH:33][C:13]=4[N:14]=[C:15]([NH:17][C:18]4[CH:23]=[CH:22][C:21]([N:24]5[CH2:25][CH2:26][N:27]([C:30](=[O:32])[CH3:31])[CH2:28][CH2:29]5)=[CH:20][CH:19]=4)[N:16]=3)[CH:8]=2)[CH:3]=[N:2]1. The catalyst class is: 5. (4) Reactant: CN(C(O[N:9]1[N:18]=NC2C=CC(=CC1=2)Cl)=[N+](C)C)C.F[P-](F)(F)(F)(F)F.[NH2:26][C@H:27]([C:32]([O:34]C)=O)[CH2:28][CH:29]([CH3:31])[CH3:30].[NH:36]([C:44]([O:46]C(C)(C)C)=O)[C@H:37]([CH:42]=[O:43])[CH2:38][CH:39]([CH3:41])[CH3:40].[NH:51]([N:62]=[N+:63]=[N-:64])[C@H:52](C=O)[CH2:53][C:54]1[CH:59]=[CH:58][CH:57]=[CH:56][CH:55]=1.O.NN. Product: [NH:51]([N:62]=[N+:63]=[N-:64])[C@H:52]([C:44]([NH:36][C@H:37]([C:42]([NH:26][C@H:27]([C:32]([NH:9][NH2:18])=[O:34])[CH2:28][CH:29]([CH3:30])[CH3:31])=[O:43])[CH2:38][CH:39]([CH3:40])[CH3:41])=[O:46])[CH2:53][C:54]1[CH:59]=[CH:58][CH:57]=[CH:56][CH:55]=1. The catalyst class is: 11. (5) Reactant: [Cl:1][C:2]1[N:3]=[CH:4][C:5]2[CH2:6][NH:7][CH2:8][C@@H:9]([C:13]3[CH:18]=[CH:17][CH:16]=[CH:15][CH:14]=3)[O:10][C:11]=2[N:12]=1.Br[CH2:20][CH2:21][F:22].C(N(C(C)C)C(C)C)C. Product: [Cl:1][C:2]1[N:3]=[CH:4][C:5]2[CH2:6][N:7]([CH2:20][CH2:21][F:22])[CH2:8][C@@H:9]([C:13]3[CH:18]=[CH:17][CH:16]=[CH:15][CH:14]=3)[O:10][C:11]=2[N:12]=1. The catalyst class is: 3. (6) Reactant: [CH:1]([Mg]Cl)([CH3:3])[CH3:2].[Cl:6][C:7]1[CH:23]=[CH:22][C:10]([C:11]([NH:13][CH2:14][C:15]2[CH:20]=[CH:19][C:18]([F:21])=[CH:17][CH:16]=2)=[O:12])=[CH:9][N:8]=1.CO.C(C1C(=O)C(Cl)=C(Cl)C(=O)C=1C#N)#N. Product: [Cl:6][C:7]1[CH:23]=[C:22]([CH:1]([CH3:3])[CH3:2])[C:10]([C:11]([NH:13][CH2:14][C:15]2[CH:20]=[CH:19][C:18]([F:21])=[CH:17][CH:16]=2)=[O:12])=[CH:9][N:8]=1. The catalyst class is: 1.